The task is: Regression. Given two drug SMILES strings and cell line genomic features, predict the synergy score measuring deviation from expected non-interaction effect.. This data is from NCI-60 drug combinations with 297,098 pairs across 59 cell lines. Drug 1: C1CN1C2=NC(=NC(=N2)N3CC3)N4CC4. Drug 2: COC1=C(C=C2C(=C1)N=CN=C2NC3=CC(=C(C=C3)F)Cl)OCCCN4CCOCC4. Cell line: U251. Synergy scores: CSS=42.2, Synergy_ZIP=1.04, Synergy_Bliss=1.71, Synergy_Loewe=-0.291, Synergy_HSA=2.48.